Predict the reactants needed to synthesize the given product. From a dataset of Full USPTO retrosynthesis dataset with 1.9M reactions from patents (1976-2016). (1) Given the product [F:23][C:24]([F:43])([F:42])[S:25]([O:14][C:11]1[CH2:10][CH2:9][N:8]([C:1]([O:3][C:4]([CH3:7])([CH3:6])[CH3:5])=[O:2])[CH2:13][CH:12]=1)(=[O:27])=[O:26], predict the reactants needed to synthesize it. The reactants are: [C:1]([N:8]1[CH2:13][CH2:12][C:11](=[O:14])[CH2:10][CH2:9]1)([O:3][C:4]([CH3:7])([CH3:6])[CH3:5])=[O:2].[Li+].CC([N-]C(C)C)C.[F:23][C:24]([F:43])([F:42])[S:25](N(C1C=CC=CC=1)[S:25]([C:24]([F:43])([F:42])[F:23])(=[O:27])=[O:26])(=[O:27])=[O:26]. (2) The reactants are: [Cl:1][C:2]1[N:7]=[CH:6][NH:5][C:4]2=[N:8][CH:9]=[CH:10][C:3]=12.O1CCOCC1.N12CCCN=C1CCCCC2.[C:28]([O:32][C:33](O[C:33]([O:32][C:28]([CH3:31])([CH3:30])[CH3:29])=[O:34])=[O:34])([CH3:31])([CH3:30])[CH3:29].C(=O)=O. Given the product [Cl:1][C:2]1[C:3]2[CH:10]=[CH:9][N:8]([C:33]([O:32][C:28]([CH3:31])([CH3:30])[CH3:29])=[O:34])[C:4]=2[N:5]=[CH:6][N:7]=1, predict the reactants needed to synthesize it.